Dataset: Catalyst prediction with 721,799 reactions and 888 catalyst types from USPTO. Task: Predict which catalyst facilitates the given reaction. (1) Reactant: [NH2:1][C@@H:2]1[CH2:7][C@H:6]([N:8]([C:13]([C:15]2[C:16]([NH:25][CH2:26][CH2:27][CH2:28][S:29][CH3:30])=[N:17][C:18]([C:21]([CH3:24])([CH3:23])[CH3:22])=[N:19][CH:20]=2)=[O:14])[CH2:9][CH:10]([CH3:12])[CH3:11])[CH2:5][N:4]([C:31]([O:33][C:34]([CH3:37])([CH3:36])[CH3:35])=[O:32])[CH2:3]1.Cl[CH2:39][CH2:40][N:41]=[C:42]=[O:43].CC(C)([O-])C.[K+]. Product: [C:21]([C:18]1[N:17]=[C:16]([NH:25][CH2:26][CH2:27][CH2:28][S:29][CH3:30])[C:15]([C:13]([N:8]([CH2:9][CH:10]([CH3:12])[CH3:11])[C@H:6]2[CH2:7][C@@H:2]([N:1]3[CH2:39][CH2:40][NH:41][C:42]3=[O:43])[CH2:3][N:4]([C:31]([O:33][C:34]([CH3:35])([CH3:36])[CH3:37])=[O:32])[CH2:5]2)=[O:14])=[CH:20][N:19]=1)([CH3:24])([CH3:22])[CH3:23]. The catalyst class is: 20. (2) Reactant: [NH:1]1[C:9]2[C:4](=[CH:5][CH:6]=[CH:7][CH:8]=2)[CH:3]=[CH:2]1.[Li+].C[Si]([N-][Si](C)(C)C)(C)C.[CH3:20][N:21]1[C:25](=[O:26])[C:24](Br)=[C:23]([Br:28])[C:22]1=[O:29].Cl. Product: [Br:28][C:23]1[C:22](=[O:29])[N:21]([CH3:20])[C:25](=[O:26])[C:24]=1[C:3]1[C:4]2[C:9](=[CH:8][CH:7]=[CH:6][CH:5]=2)[NH:1][CH:2]=1. The catalyst class is: 7.